From a dataset of Full USPTO retrosynthesis dataset with 1.9M reactions from patents (1976-2016). Predict the reactants needed to synthesize the given product. (1) Given the product [I:16][C:2]1[CH:3]=[C:4]([C:8]2([CH3:15])[NH:13][C:12](=[O:14])[CH2:11][O:10][CH2:9]2)[CH:5]=[CH:6][CH:7]=1, predict the reactants needed to synthesize it. The reactants are: Br[C:2]1[CH:3]=[C:4]([C:8]2([CH3:15])[NH:13][C:12](=[O:14])[CH2:11][O:10][CH2:9]2)[CH:5]=[CH:6][CH:7]=1.[I-:16].CN[C@@H]1CCCC[C@H]1NC.[I-].[Na+]. (2) Given the product [C:45]1([CH2:51][CH2:52][O:53][C:54]2[CH:55]=[CH:56][C:57]([CH2:58][NH:59][C:38](=[O:40])[C:37]3[CH:41]=[CH:42][CH:43]=[N:44][C:36]=3[NH2:35])=[CH:60][CH:61]=2)[CH:46]=[CH:47][CH:48]=[CH:49][CH:50]=1, predict the reactants needed to synthesize it. The reactants are: CN([P+](ON1N=NC2C=CC=CC1=2)(N(C)C)N(C)C)C.F[P-](F)(F)(F)(F)F.C(N(CC)CC)C.[NH2:35][C:36]1[N:44]=[CH:43][CH:42]=[CH:41][C:37]=1[C:38]([OH:40])=O.[C:45]1([CH2:51][CH2:52][O:53][C:54]2[CH:61]=[CH:60][C:57]([CH2:58][NH2:59])=[CH:56][CH:55]=2)[CH:50]=[CH:49][CH:48]=[CH:47][CH:46]=1.